From a dataset of Forward reaction prediction with 1.9M reactions from USPTO patents (1976-2016). Predict the product of the given reaction. (1) Given the reactants FC(F)(F)C(O)=O.C(OC([N:15]1[CH2:19][CH2:18][C@H:17]([CH:20]([O:25][C:26]2[C:27]([CH3:33])=[N:28][C:29]([Cl:32])=[CH:30][CH:31]=2)[CH2:21][CH:22]2[CH2:24][CH2:23]2)[CH2:16]1)=O)(C)(C)C, predict the reaction product. The product is: [Cl:32][C:29]1[N:28]=[C:27]([CH3:33])[C:26]([O:25][CH:20]([C@H:17]2[CH2:18][CH2:19][NH:15][CH2:16]2)[CH2:21][CH:22]2[CH2:23][CH2:24]2)=[CH:31][CH:30]=1. (2) Given the reactants CN(C)C=O.F[C:7]1[CH:15]=[CH:14][C:10]([C:11]([OH:13])=[O:12])=[CH:9][C:8]=1[C:16]([F:19])([F:18])[F:17].[H-].[Na+].Cl.[CH2:23]([OH:27])[CH:24]([CH3:26])[CH3:25], predict the reaction product. The product is: [CH2:23]([O:27][C:7]1[CH:15]=[CH:14][C:10]([C:11]([OH:13])=[O:12])=[CH:9][C:8]=1[C:16]([F:19])([F:18])[F:17])[CH:24]([CH3:26])[CH3:25]. (3) Given the reactants [I-:1].[Na+].Cl[CH:4]([O:6][C:7](=[O:15])[O:8][CH:9]1[CH2:14][CH2:13][CH2:12][CH2:11][CH2:10]1)[CH3:5], predict the reaction product. The product is: [I:1][CH:4]([O:6][C:7](=[O:15])[O:8][CH:9]1[CH2:14][CH2:13][CH2:12][CH2:11][CH2:10]1)[CH3:5].